Predict which catalyst facilitates the given reaction. From a dataset of Catalyst prediction with 721,799 reactions and 888 catalyst types from USPTO. (1) The catalyst class is: 58. Product: [N:1]([CH:4]([CH3:17])[CH2:5][C:6]1[CH:7]=[C:8]2[C:12](=[C:13]([C:15]([NH2:16])=[O:24])[CH:14]=1)[NH:11][CH2:10][CH2:9]2)=[N+:2]=[N-:3]. Reactant: [N:1]([CH:4]([CH3:17])[CH2:5][C:6]1[CH:7]=[C:8]2[C:12](=[C:13]([C:15]#[N:16])[CH:14]=1)[NH:11][CH2:10][CH2:9]2)=[N+:2]=[N-:3].OO.[OH-].[Na+].C(O)(=[O:24])C. (2) Reactant: [B-](F)(F)(F)F.C1C=CN=CC=1.C1C=CN=CC=1.[IH2+:18].[CH3:19][N:20]1[CH2:25][CH2:24][N:23]([C:26]2[CH:31]=[CH:30][CH:29]=[CH:28][C:27]=2[CH3:32])[CH2:22][CH2:21]1.FC(F)(F)S(O)(=O)=O.[O-]S([O-])(=S)=O.[Na+].[Na+]. Product: [I:18][C:29]1[CH:30]=[CH:31][C:26]([N:23]2[CH2:24][CH2:25][N:20]([CH3:19])[CH2:21][CH2:22]2)=[C:27]([CH3:32])[CH:28]=1. The catalyst class is: 2. (3) Reactant: [CH:1]1([CH2:6][CH:7]([C:18]2[NH:28][C:21]3=[N:22][CH:23]=[C:24]([CH2:26][OH:27])[CH:25]=[C:20]3[CH:19]=2)[C:8]2[CH:13]=[CH:12][C:11]([S:14]([CH3:17])(=[O:16])=[O:15])=[CH:10][CH:9]=2)[CH2:5][CH2:4][CH2:3][CH2:2]1.[CH3:29][N:30]([CH2:32][C:33](O)=[O:34])[CH3:31].CN1CCOCC1.O.ON1C2C=CC=CC=2N=N1.Cl.CN(C)CCCN=C=NCC. Product: [CH:1]1([CH2:6][CH:7]([C:18]2[NH:28][C:21]3=[N:22][CH:23]=[C:24]([CH2:26][O:27][C:33](=[O:34])[CH2:32][N:30]([CH3:31])[CH3:29])[CH:25]=[C:20]3[CH:19]=2)[C:8]2[CH:13]=[CH:12][C:11]([S:14]([CH3:17])(=[O:16])=[O:15])=[CH:10][CH:9]=2)[CH2:5][CH2:4][CH2:3][CH2:2]1. The catalyst class is: 42. (4) Reactant: [CH:1]([C@H:3]1[CH2:7][CH2:6][CH2:5][N:4]1[C:8]([O:10][C:11]([CH3:14])([CH3:13])[CH3:12])=[O:9])=O.Cl.[NH2:16][OH:17].[OH-].[Na+].CC1C=CC(S([N-]Cl)(=O)=O)=CC=1.O.O.O.[Na+].O=C1O[C@H]([C@H](CO)O)C([O-])=C1O.[Na+].[C:49]([C:51]1[CH:56]=[CH:55][CH:54]=[CH:53][CH:52]=1)#[CH:50].C([O-])(O)=O.[Na+]. Product: [C:51]1([C:49]2[O:17][N:16]=[C:1]([C@H:3]3[CH2:7][CH2:6][CH2:5][N:4]3[C:8]([O:10][C:11]([CH3:14])([CH3:13])[CH3:12])=[O:9])[CH:50]=2)[CH:56]=[CH:55][CH:54]=[CH:53][CH:52]=1. The catalyst class is: 664.